The task is: Predict the product of the given reaction.. This data is from Forward reaction prediction with 1.9M reactions from USPTO patents (1976-2016). (1) Given the reactants Cl.Cl.[NH:3]1[CH2:8][CH2:7][CH:6]([N:9]2[CH2:14][CH2:13][C:12]3([O:19][C:18]4[C:20]5[C:25]([C:26](=[O:29])[C:27](=[O:28])[C:17]=4[S:16][CH2:15]3)=[CH:24][CH:23]=[CH:22][CH:21]=5)[CH2:11][CH2:10]2)[CH2:5][CH2:4]1.[C:30]([C:34]1[CH:44]=[CH:43][C:37]([O:38][CH2:39][C@@H:40]2[CH2:42][O:41]2)=[CH:36][CH:35]=1)([CH3:33])([CH3:32])[CH3:31].CCN(C(C)C)C(C)C, predict the reaction product. The product is: [C:30]([C:34]1[CH:44]=[CH:43][C:37]([O:38][CH2:39][C@@H:40]([OH:41])[CH2:42][N:3]2[CH2:4][CH2:5][CH:6]([N:9]3[CH2:14][CH2:13][C:12]4([O:19][C:18]5[C:20]6[C:25]([C:26](=[O:29])[C:27](=[O:28])[C:17]=5[S:16][CH2:15]4)=[CH:24][CH:23]=[CH:22][CH:21]=6)[CH2:11][CH2:10]3)[CH2:7][CH2:8]2)=[CH:36][CH:35]=1)([CH3:31])([CH3:32])[CH3:33]. (2) The product is: [F:1][C:2]1[CH:3]=[C:4]([C:8]2[N:17]=[C:16]([O:18][CH:19]3[CH2:36][CH:35]4[CH:21]([C:22](=[O:42])[N:23]([CH3:41])[CH2:24][CH2:25][CH2:26][CH2:27][CH:28]=[CH:29][CH:30]5[C:32]([C:38]([NH:59][S:60]([CH:63]([CH3:65])[CH3:64])(=[O:62])=[O:61])=[O:40])([NH:33][C:34]4=[O:37])[CH2:31]5)[CH2:20]3)[C:15]3[C:10](=[C:11]([CH3:45])[C:12]([O:43][CH3:44])=[CH:13][CH:14]=3)[N:9]=2)[CH:5]=[CH:6][CH:7]=1. Given the reactants [F:1][C:2]1[CH:3]=[C:4]([C:8]2[N:17]=[C:16]([O:18][CH:19]3[CH2:36][CH:35]4[CH:21]([C:22](=[O:42])[N:23]([CH3:41])[CH2:24][CH2:25][CH2:26][CH2:27][CH:28]=[CH:29][CH:30]5[C:32]([C:38]([OH:40])=O)([NH:33][C:34]4=[O:37])[CH2:31]5)[CH2:20]3)[C:15]3[C:10](=[C:11]([CH3:45])[C:12]([O:43][CH3:44])=[CH:13][CH:14]=3)[N:9]=2)[CH:5]=[CH:6][CH:7]=1.C1N=CN(C(N2C=NC=C2)=O)C=1.C[NH:59][S:60]([CH:63]1[CH2:65][CH2:64]1)(=[O:62])=[O:61].C1CCN2C(=NCCC2)CC1, predict the reaction product. (3) Given the reactants [S:1]1[C:5]2[CH:6]=[CH:7][CH:8]=[CH:9][C:4]=2[N:3]=[C:2]1[C:10]1[CH:24]=[CH:23][CH:22]=[CH:21][C:11]=1[O:12][C:13]1[N:18]=[CH:17][C:16]([NH2:19])=[CH:15][C:14]=1[Cl:20].[Cl:25][C:26]1[CH:31]=[C:30]([C:32]([F:35])([F:34])[F:33])[CH:29]=[CH:28][C:27]=1[S:36](Cl)(=[O:38])=[O:37], predict the reaction product. The product is: [S:1]1[C:5]2[CH:6]=[CH:7][CH:8]=[CH:9][C:4]=2[N:3]=[C:2]1[C:10]1[CH:24]=[CH:23][CH:22]=[CH:21][C:11]=1[O:12][C:13]1[N:18]=[CH:17][C:16]([NH:19][S:36]([C:27]2[CH:28]=[CH:29][C:30]([C:32]([F:33])([F:34])[F:35])=[CH:31][C:26]=2[Cl:25])(=[O:38])=[O:37])=[CH:15][C:14]=1[Cl:20]. (4) The product is: [OH:36][C@H:32]([C@@H:31]([OH:40])[C:37]([OH:39])=[O:38])[C:33]([OH:35])=[O:34].[OH:29][C:23]1[CH:22]=[CH:21][C:20]([C@@H:19]([OH:30])[CH2:18][NH:17][C@H:7]([CH3:6])[CH2:8][C:9]2[CH:10]=[CH:11][C:12]([O:15][CH3:16])=[CH:13][CH:14]=2)=[CH:25][C:24]=1[NH:26][CH:27]=[O:28]. Given the reactants C(O)(C)C.O.[CH3:6][C@@H:7]([NH:17][CH2:18][C@H:19]([OH:30])[C:20]1[CH:21]=[CH:22][C:23]([OH:29])=[C:24]([NH:26][CH:27]=[O:28])[CH:25]=1)[CH2:8][C:9]1[CH:10]=[CH:11][C:12]([O:15][CH3:16])=[CH:13][CH:14]=1.[CH:31]([OH:40])([C:37]([OH:39])=[O:38])[CH:32]([OH:36])[C:33]([OH:35])=[O:34].C(OC(=O)C)(=O)C, predict the reaction product. (5) Given the reactants [CH3:1][C:2]1([CH3:20])[CH2:7][CH2:6][CH:5]([NH:8][C:9]2[C:18]3[C:13](=[C:14]([NH2:19])[CH:15]=[CH:16][CH:17]=3)[N:12]=[CH:11][N:10]=2)[CH2:4][CH2:3]1.[Cl:21][C:22]1[C:27]([C:28](O)=[O:29])=[C:26]([F:31])[C:25]([CH2:32][NH:33][C:34](=[O:39])[C:35]([CH3:38])([CH3:37])[CH3:36])=[CH:24][CH:23]=1.C(Cl)(=O)C(Cl)=O.CCN(C(C)C)C(C)C, predict the reaction product. The product is: [Cl:21][C:22]1[C:27]([C:28]([NH:19][C:14]2[CH:15]=[CH:16][CH:17]=[C:18]3[C:13]=2[N:12]=[CH:11][N:10]=[C:9]3[NH:8][CH:5]2[CH2:4][CH2:3][C:2]([CH3:20])([CH3:1])[CH2:7][CH2:6]2)=[O:29])=[C:26]([F:31])[C:25]([CH2:32][NH:33][C:34](=[O:39])[C:35]([CH3:37])([CH3:36])[CH3:38])=[CH:24][CH:23]=1. (6) Given the reactants I[C:2]1[CH:7]=[C:6]([C:8]2[CH:13]=[C:12]([CH3:14])[CH:11]=[CH:10][C:9]=2[O:15][CH2:16][C:17]2[CH:22]=[CH:21][C:20]([C@H:23]3[CH2:28][CH2:27][C@H:26]([C:29]([F:32])([F:31])[F:30])[CH2:25][CH2:24]3)=[CH:19][CH:18]=2)[N:5]=[C:4]([N:33]2[C:37]([C:38]([F:41])([F:40])[F:39])=[C:36]([C:42]([O:44]CC)=[O:43])[CH:35]=[N:34]2)[CH:3]=1.[C:47]([O-:50])([O-])=[O:48].[K+].[K+].[CH3:53]B1OB(C)OB(C)O1, predict the reaction product. The product is: [C:47]([OH:50])([C:29]([F:32])([F:31])[F:30])=[O:48].[CH3:53][C:2]1[CH:7]=[C:6]([C:8]2[CH:13]=[C:12]([CH3:14])[CH:11]=[CH:10][C:9]=2[O:15][CH2:16][C:17]2[CH:22]=[CH:21][C:20]([C@H:23]3[CH2:24][CH2:25][C@H:26]([C:29]([F:30])([F:31])[F:32])[CH2:27][CH2:28]3)=[CH:19][CH:18]=2)[N:5]=[C:4]([N:33]2[C:37]([C:38]([F:41])([F:40])[F:39])=[C:36]([C:42]([OH:44])=[O:43])[CH:35]=[N:34]2)[CH:3]=1.